Dataset: Full USPTO retrosynthesis dataset with 1.9M reactions from patents (1976-2016). Task: Predict the reactants needed to synthesize the given product. (1) Given the product [CH3:1][O:2][C:3]([C:5]1[O:9][C:8]2[CH:10]=[CH:11][C:12]([Cl:14])=[CH:13][C:7]=2[C:6]=1[O:15][CH2:32][CH:33]1[CH2:29][CH2:34]1)=[O:4], predict the reactants needed to synthesize it. The reactants are: [CH3:1][O:2][C:3]([C:5]1[O:9][C:8]2[CH:10]=[CH:11][C:12]([Cl:14])=[CH:13][C:7]=2[C:6]=1[OH:15])=[O:4].[C:33]1(P([C:29]2[CH:34]=[CH:33][CH:32]=CC=2)[C:33]2[CH:32]=CC=[CH:29][CH:34]=2)[CH:32]=CC=[CH:29][CH:34]=1.CCOC(/N=N/C(OCC)=O)=O.C1(CO)CC1. (2) Given the product [C:40]([CH2:43][C:44]1[CH:52]=[CH:51][C:47]([C:48]([O:1][CH:2]2[CH2:20][CH:19]3[N:4]([C:5](=[O:39])[CH:6]([NH:31][C:32]([O:34][C:35]([CH3:36])([CH3:38])[CH3:37])=[O:33])[CH2:7][CH2:8][CH2:9][CH2:10][CH2:11][CH:12]=[CH:13][CH:14]4[C:16]([C:22]([NH:24][S:25]([CH:28]5[CH2:30][CH2:29]5)(=[O:27])=[O:26])=[O:23])([NH:17][C:18]3=[O:21])[CH2:15]4)[CH2:3]2)=[O:49])=[CH:46][CH:45]=1)([OH:42])=[O:41], predict the reactants needed to synthesize it. The reactants are: [OH:1][CH:2]1[CH2:20][CH:19]2[N:4]([C:5](=[O:39])[CH:6]([NH:31][C:32]([O:34][C:35]([CH3:38])([CH3:37])[CH3:36])=[O:33])[CH2:7][CH2:8][CH2:9][CH2:10][CH2:11][CH:12]=[CH:13][CH:14]3[C:16]([C:22]([NH:24][S:25]([CH:28]4[CH2:30][CH2:29]4)(=[O:27])=[O:26])=[O:23])([NH:17][C:18]2=[O:21])[CH2:15]3)[CH2:3]1.[C:40]([CH2:43][C:44]1[CH:52]=[CH:51][C:47]([C:48](Cl)=[O:49])=[CH:46][CH:45]=1)([OH:42])=[O:41]. (3) Given the product [CH3:1][C:2]1[C:7]([NH:8][C:9]([C:11]2[S:15][C:14]([NH:16][C:17]3[CH:18]=[C:19]([N:24]4[CH2:29][CH2:28][N:27]([CH2:30][CH2:31][OH:32])[CH2:26][CH2:25]4)[N:20]=[C:21]([CH3:23])[N:22]=3)=[N:13][CH:12]=2)=[O:10])=[C:6]([Cl:33])[CH:5]=[CH:4][CH:3]=1, predict the reactants needed to synthesize it. The reactants are: [CH3:1][C:2]1[C:7]([NH:8][C:9]([C:11]2[S:15][C:14]([NH:16][C:17]3[CH:18]=[C:19]([N:24]4[CH2:29][CH2:28][N:27]([CH2:30][CH2:31][OH:32])[CH2:26][CH2:25]4)[N:20]=[C:21]([CH3:23])[N:22]=3)=[N:13][CH:12]=2)=[O:10])=[C:6]([Cl:33])[CH:5]=[CH:4][CH:3]=1.C([O-])CCC. (4) Given the product [F:1][C:2]([F:8])([F:7])[CH2:3][CH:4]([OH:5])[CH2:6][NH:10][CH3:9], predict the reactants needed to synthesize it. The reactants are: [F:1][C:2]([F:8])([F:7])[CH2:3][CH:4]1[CH2:6][O:5]1.[CH3:9][NH2:10].CCO. (5) Given the product [CH3:6][C:4]1([CH2:3][CH2:2][C:1]([O:8][CH2:9][CH3:10])=[O:7])[O:13][CH2:12][CH2:11][O:5]1, predict the reactants needed to synthesize it. The reactants are: [C:1]([O:8][CH2:9][CH3:10])(=[O:7])[CH2:2][CH2:3][C:4]([CH3:6])=[O:5].[CH2:11](O)[CH2:12][OH:13]. (6) The reactants are: CS(Cl)(=O)=O.O[CH2:7][C:8]([NH:11][S:12]([C:15]1[CH:20]=[CH:19][C:18]([N+:21]([O-:23])=[O:22])=[CH:17][CH:16]=1)(=[O:14])=[O:13])([CH3:10])[CH3:9].C(N(CC)CC)C. Given the product [CH3:7][C:8]1([CH3:10])[CH2:9][N:11]1[S:12]([C:15]1[CH:20]=[CH:19][C:18]([N+:21]([O-:23])=[O:22])=[CH:17][CH:16]=1)(=[O:14])=[O:13], predict the reactants needed to synthesize it.